Dataset: NCI-60 drug combinations with 297,098 pairs across 59 cell lines. Task: Regression. Given two drug SMILES strings and cell line genomic features, predict the synergy score measuring deviation from expected non-interaction effect. (1) Drug 1: CCC(=C(C1=CC=CC=C1)C2=CC=C(C=C2)OCCN(C)C)C3=CC=CC=C3.C(C(=O)O)C(CC(=O)O)(C(=O)O)O. Drug 2: CC1=C(C(=CC=C1)Cl)NC(=O)C2=CN=C(S2)NC3=CC(=NC(=N3)C)N4CCN(CC4)CCO. Cell line: CCRF-CEM. Synergy scores: CSS=-9.18, Synergy_ZIP=3.64, Synergy_Bliss=-4.24, Synergy_Loewe=-20.3, Synergy_HSA=-14.4. (2) Drug 1: CC1=C(C(=CC=C1)Cl)NC(=O)C2=CN=C(S2)NC3=CC(=NC(=N3)C)N4CCN(CC4)CCO. Drug 2: N.N.Cl[Pt+2]Cl. Cell line: CAKI-1. Synergy scores: CSS=44.2, Synergy_ZIP=-9.65, Synergy_Bliss=-4.47, Synergy_Loewe=-2.86, Synergy_HSA=2.45. (3) Drug 1: C1CCN(CC1)CCOC2=CC=C(C=C2)C(=O)C3=C(SC4=C3C=CC(=C4)O)C5=CC=C(C=C5)O. Drug 2: COC1=NC(=NC2=C1N=CN2C3C(C(C(O3)CO)O)O)N. Cell line: COLO 205. Synergy scores: CSS=7.25, Synergy_ZIP=0.588, Synergy_Bliss=3.81, Synergy_Loewe=-4.30, Synergy_HSA=-2.65. (4) Cell line: HS 578T. Drug 2: C(=O)(N)NO. Synergy scores: CSS=30.1, Synergy_ZIP=-5.40, Synergy_Bliss=-4.41, Synergy_Loewe=-43.4, Synergy_HSA=-3.66. Drug 1: CC1=C(C(=CC=C1)Cl)NC(=O)C2=CN=C(S2)NC3=CC(=NC(=N3)C)N4CCN(CC4)CCO. (5) Drug 1: C1=CC(=CC=C1CCC2=CNC3=C2C(=O)NC(=N3)N)C(=O)NC(CCC(=O)O)C(=O)O. Drug 2: C1=CC(=CC=C1C#N)C(C2=CC=C(C=C2)C#N)N3C=NC=N3. Cell line: MALME-3M. Synergy scores: CSS=13.6, Synergy_ZIP=-0.00824, Synergy_Bliss=3.09, Synergy_Loewe=-2.98, Synergy_HSA=2.05.